This data is from Forward reaction prediction with 1.9M reactions from USPTO patents (1976-2016). The task is: Predict the product of the given reaction. (1) Given the reactants [I:1][I:2].[CH2:3]([P:11]([CH2:20][CH2:21][CH2:22][CH2:23][CH2:24][CH2:25][CH2:26][CH3:27])[CH2:12][CH2:13][CH2:14][CH2:15][CH2:16][CH2:17][CH2:18][CH3:19])[CH2:4][CH2:5][CH2:6][CH2:7][CH2:8][CH2:9][CH3:10], predict the reaction product. The product is: [I:1][I:2].[CH2:20]([P:11]([CH2:3][CH2:4][CH2:5][CH2:6][CH2:7][CH2:8][CH2:9][CH3:10])[CH2:12][CH2:13][CH2:14][CH2:15][CH2:16][CH2:17][CH2:18][CH3:19])[CH2:21][CH2:22][CH2:23][CH2:24][CH2:25][CH2:26][CH3:27]. (2) Given the reactants [NH2:1][C:2]1[CH:7]=[C:6]([O:8][CH3:9])[N:5]=[CH:4][C:3]=1[CH2:10][OH:11], predict the reaction product. The product is: [NH2:1][C:2]1[CH:7]=[C:6]([O:8][CH3:9])[N:5]=[CH:4][C:3]=1[CH:10]=[O:11]. (3) Given the reactants [NH:1]([C:3]1[CH:4]=[C:5]([CH:9]=[CH:10][CH:11]=1)[C:6]([OH:8])=[O:7])[NH2:2].C([O:14][C:15]([C:17]1[CH:18]=[N:19][C:20]2[C:25]([C:26]=1Cl)=[CH:24][CH:23]=[CH:22][C:21]=2[F:28])=O)C.[OH-].[Li+].Cl, predict the reaction product. The product is: [F:28][C:21]1[C:20]2[NH:19][CH:18]=[C:17]3[C:15](=[O:14])[N:1]([C:3]4[CH:4]=[C:5]([CH:9]=[CH:10][CH:11]=4)[C:6]([OH:8])=[O:7])[N:2]=[C:26]3[C:25]=2[CH:24]=[CH:23][CH:22]=1. (4) The product is: [OH:1][CH2:2][C:3]([CH2:8][OH:9])([CH3:7])[C:4]([O:6][CH2:10][C:11]1[CH:16]=[CH:15][CH:14]=[CH:13][CH:12]=1)=[O:5]. Given the reactants [OH:1][CH2:2][C:3]([CH2:8][OH:9])([CH3:7])[C:4]([OH:6])=[O:5].[CH2:10](Br)[C:11]1[CH:16]=[CH:15][CH:14]=[CH:13][CH:12]=1.C([O-])([O-])=O.[Cs+].[Cs+], predict the reaction product. (5) Given the reactants C(O[C:4]([C:6]1[CH:25]=[CH:24][C:9]([O:10][CH:11]2[CH2:16][CH2:15][N:14]([C:17](OC(C)(C)C)=O)[CH2:13][CH2:12]2)=[CH:8][CH:7]=1)=[O:5])C.C(OC1(O[Si](C)(C)C)CC1)C.[C:37]1(=O)[CH2:40][CH2:39][CH2:38]1, predict the reaction product. The product is: [CH:17]1([N:14]2[CH2:13][CH2:12][CH:11]([O:10][C:9]3[CH:8]=[CH:7][C:6]([CH:4]=[O:5])=[CH:25][CH:24]=3)[CH2:16][CH2:15]2)[CH2:39][CH2:38][CH2:37][CH2:40]1. (6) The product is: [CH:15]([O:14][C:11]1[CH:12]=[CH:13][C:8]([O:7][C:5]2[S:6][C:2](/[CH:29]=[CH:28]/[C:26](=[O:27])[CH3:25])=[CH:3][N:4]=2)=[CH:9][CH:10]=1)([CH3:17])[CH3:16]. Given the reactants I[C:2]1[S:6][C:5]([O:7][C:8]2[CH:13]=[CH:12][C:11]([O:14][CH:15]([CH3:17])[CH3:16])=[CH:10][CH:9]=2)=[N:4][CH:3]=1.C(N(CC)CC)C.[CH3:25][C:26]([CH:28]=[CH2:29])=[O:27], predict the reaction product. (7) Given the reactants CN1C=CC(C(O)=O)=C1.[NH:10]1[CH:14]=[CH:13][C:12]([C:15]([N:17]2[CH2:21][CH2:20][CH2:19][CH2:18]2)=[O:16])=[CH:11]1.[CH:22]1([N:26]2[CH2:31][CH2:30][CH:29]([O:32][C:33]3[CH:38]=[CH:37][C:36](I)=[CH:35][CH:34]=3)[CH2:28][CH2:27]2)[CH2:25]C[CH2:23]1.IC1C=CC(OC2CCN(C(C)C)CC2)=CC=1, predict the reaction product. The product is: [CH:22]([N:26]1[CH2:31][CH2:30][CH:29]([O:32][C:33]2[CH:34]=[CH:35][C:36]([N:10]3[CH:14]=[CH:13][C:12]([C:15]([N:17]4[CH2:21][CH2:20][CH2:19][CH2:18]4)=[O:16])=[CH:11]3)=[CH:37][CH:38]=2)[CH2:28][CH2:27]1)([CH3:25])[CH3:23]. (8) Given the reactants O1CC[CH2:3][CH2:2]1.Cl.Cl.Cl.[NH2:9][N:10]1[O:22][C:21]2[C:20]3[CH2:19][CH2:18][NH:17][CH2:16][C:15]=3[S:14][C:13]=2[N:12]=[C:11]1[S:23][CH2:24][CH2:25][CH2:26][N:27]1[CH2:32][CH2:31][N:30]([C:33]2[CH:42]=[CH:41][C:40]3[C:35](=[CH:36][CH:37]=[CH:38][CH:39]=3)[N:34]=2)[CH2:29][CH2:28]1.C(I)C, predict the reaction product. The product is: [NH2:9][N:10]1[O:22][C:21]2[C:20]3[CH2:19][CH2:18][N:17]([CH2:2][CH3:3])[CH2:16][C:15]=3[S:14][C:13]=2[N:12]=[C:11]1[S:23][CH2:24][CH2:25][CH2:26][N:27]1[CH2:32][CH2:31][N:30]([C:33]2[CH:42]=[CH:41][C:40]3[C:35](=[CH:36][CH:37]=[CH:38][CH:39]=3)[N:34]=2)[CH2:29][CH2:28]1.